Dataset: Catalyst prediction with 721,799 reactions and 888 catalyst types from USPTO. Task: Predict which catalyst facilitates the given reaction. (1) Reactant: [NH2:1][C:2]1[C:7]([CH:8]=[O:9])=[C:6]([CH:10]2[CH2:12][CH2:11]2)[N:5]=[C:4](Cl)[CH:3]=1.[NH:14]1[CH:18]=[C:17]([C:19]([O:21][CH2:22][CH3:23])=[O:20])[CH:16]=[N:15]1.C(=O)([O-])[O-].[Cs+].[Cs+].O. Product: [NH2:1][C:2]1[C:7]([CH:8]=[O:9])=[C:6]([CH:10]2[CH2:12][CH2:11]2)[N:5]=[C:4]([N:14]2[CH:18]=[C:17]([C:19]([O:21][CH2:22][CH3:23])=[O:20])[CH:16]=[N:15]2)[CH:3]=1. The catalyst class is: 3. (2) Reactant: [CH3:1][C:2]1[N:7]=[C:6]([C:8]2[CH:13]=[CH:12][CH:11]=[C:10]([C:14]3[CH:15]=[C:16]([S:20](Cl)(=[O:22])=[O:21])[CH:17]=[CH:18][CH:19]=3)[N:9]=2)[CH:5]=[C:4]([C:24]2[CH:29]=[CH:28][C:27]([C:30]([F:33])([F:32])[F:31])=[CH:26][CH:25]=2)[CH:3]=1.[NH:34]([CH2:38][CH2:39][OH:40])[CH2:35][CH2:36][OH:37]. Product: [OH:37][CH2:36][CH2:35][N:34]([CH2:38][CH2:39][OH:40])[S:20]([C:16]1[CH:17]=[CH:18][CH:19]=[C:14]([C:10]2[N:9]=[C:8]([C:6]3[CH:5]=[C:4]([C:24]4[CH:29]=[CH:28][C:27]([C:30]([F:32])([F:33])[F:31])=[CH:26][CH:25]=4)[CH:3]=[C:2]([CH3:1])[N:7]=3)[CH:13]=[CH:12][CH:11]=2)[CH:15]=1)(=[O:22])=[O:21]. The catalyst class is: 49. (3) Reactant: [Cl:1][C:2]1[CH:7]=[CH:6][CH:5]=[CH:4][C:3]=1[CH:8]=[CH:9][C:10]1[N:11]([CH2:15][CH2:16][O:17][CH3:18])[CH:12]=[CH:13][CH:14]=1.[C:19]1(=[O:25])[NH:23][C:22](=[O:24])[CH:21]=[CH:20]1. Product: [Cl:1][C:2]1[CH:7]=[CH:6][CH:5]=[CH:4][C:3]=1[CH:8]1[CH2:9][C:10]2[N:11]([CH2:15][CH2:16][O:17][CH3:18])[CH:12]=[CH:13][C:14]=2[CH:20]2[CH:21]1[C:22](=[O:24])[NH:23][C:19]2=[O:25]. The catalyst class is: 1. (4) Reactant: Br[C:2]1[CH:3]=[C:4]2[C:8](=[CH:9][CH:10]=1)[NH:7][CH:6]=[CH:5]2.[CH:11]([C:13]1[CH:14]=[C:15](B(O)O)[CH:16]=[CH:17][CH:18]=1)=[O:12].C(=O)([O-])[O-].[Cs+].[Cs+].O.C(Cl)Cl. Product: [NH:7]1[C:8]2[C:4](=[CH:3][C:2]([C:17]3[CH:18]=[C:13]([CH:14]=[CH:15][CH:16]=3)[CH:11]=[O:12])=[CH:10][CH:9]=2)[CH:5]=[CH:6]1. The catalyst class is: 12. (5) Reactant: [N:1]1[CH:6]=[CH:5][C:4]([C:7]([OH:9])=O)=[CH:3][CH:2]=1.CN1CCOCC1.F[P-](F)(F)(F)(F)F.N1(O[P+](N(C)C)(N(C)C)N(C)C)C2C=CC=CC=2N=N1.[CH3:44][O:45][C:46]1[CH:47]=[C:48]([N:54]2[CH2:59][CH2:58][NH:57][CH2:56][CH2:55]2)[CH:49]=[C:50]([O:52][CH3:53])[CH:51]=1. Product: [CH3:44][O:45][C:46]1[CH:47]=[C:48]([N:54]2[CH2:55][CH2:56][N:57]([C:7]([C:4]3[CH:3]=[CH:2][N:1]=[CH:6][CH:5]=3)=[O:9])[CH2:58][CH2:59]2)[CH:49]=[C:50]([O:52][CH3:53])[CH:51]=1. The catalyst class is: 3. (6) Reactant: [NH2:1][C:2]1[CH:3]=[CH:4][C:5]2[S:10][CH2:9][C:8](=[O:11])[NH:7][C:6]=2[CH:12]=1.[C:13]([Si:17]([CH3:25])([CH3:24])[O:18][CH2:19][CH2:20][C@@H:21]1[CH2:23][O:22]1)([CH3:16])([CH3:15])[CH3:14]. The catalyst class is: 88. Product: [C:13]([Si:17]([CH3:25])([CH3:24])[O:18][CH2:19][CH2:20][C@@H:21]([OH:22])[CH2:23][NH:1][C:2]1[CH:3]=[CH:4][C:5]2[S:10][CH2:9][C:8](=[O:11])[NH:7][C:6]=2[CH:12]=1)([CH3:14])([CH3:16])[CH3:15]. (7) Reactant: [CH3:1][C:2]1[N:3]=[CH:4][NH:5][CH:6]=1.C(N(CC)C(C)C)(C)C.[F:16][C:17]1[CH:18]=[C:19]([N+:24]([O-:26])=[O:25])[CH:20]=[CH:21][C:22]=1F. Product: [F:16][C:17]1[CH:18]=[C:19]([N+:24]([O-:26])=[O:25])[CH:20]=[CH:21][C:22]=1[N:5]1[CH:6]=[C:2]([CH3:1])[N:3]=[CH:4]1. The catalyst class is: 10. (8) Reactant: [C:1]([C@H:5]1[CH2:10][CH2:9][C@H:8]([O:11][C:12]2[CH:13]=[C:14]3[C:19](=[CH:20][CH:21]=2)[CH:18]=[C:17]([CH:22]=O)[CH:16]=[CH:15]3)[CH2:7][CH2:6]1)([CH3:4])([CH3:3])[CH3:2].Cl.[CH3:25][CH:26]1[CH:31]([C:32]([O:34][CH2:35][CH3:36])=[O:33])[CH2:30][CH2:29][NH:28][CH2:27]1.C([O-])([O-])=O.[Na+].[Na+]. Product: [C:1]([C@H:5]1[CH2:10][CH2:9][C@H:8]([O:11][C:12]2[CH:13]=[C:14]3[C:19](=[CH:20][CH:21]=2)[CH:18]=[C:17]([CH2:22][N:28]2[CH2:29][CH2:30][CH:31]([C:32]([O:34][CH2:35][CH3:36])=[O:33])[CH:26]([CH3:25])[CH2:27]2)[CH:16]=[CH:15]3)[CH2:7][CH2:6]1)([CH3:4])([CH3:3])[CH3:2]. The catalyst class is: 325. (9) Reactant: [C:1]([CH:9]1[CH2:14][CH2:13][CH:12](O)[CH2:11][CH2:10]1)([CH2:4][C:5]([CH3:8])([CH3:7])[CH3:6])([CH3:3])[CH3:2].S(=O)(=O)(O)O.S([O-])([O-])(=O)=O.[Na+].[Na+]. Product: [C:1]([CH:9]1[CH2:14][CH2:13][CH:12]=[CH:11][CH2:10]1)([CH2:4][C:5]([CH3:7])([CH3:8])[CH3:6])([CH3:2])[CH3:3]. The catalyst class is: 6.